The task is: Predict which catalyst facilitates the given reaction.. This data is from Catalyst prediction with 721,799 reactions and 888 catalyst types from USPTO. Reactant: [NH2:1][C:2]1[C:7]2=[CH:8][CH:9]=[C:10]([C:11]3[CH:16]=[CH:15][C:14]([N:17]4[CH2:22][CH2:21][N:20]([C:23]([O:25][C:26]([CH3:29])([CH3:28])[CH3:27])=[O:24])[CH2:19][CH2:18]4)=[CH:13][CH:12]=3)[N:6]2[N:5]=[CH:4][N:3]=1.[Br:30]N1C(C)(C)C(=O)N(Br)C1=O. Product: [NH2:1][C:2]1[C:7]2=[C:8]([Br:30])[CH:9]=[C:10]([C:11]3[CH:12]=[CH:13][C:14]([N:17]4[CH2:18][CH2:19][N:20]([C:23]([O:25][C:26]([CH3:29])([CH3:28])[CH3:27])=[O:24])[CH2:21][CH2:22]4)=[CH:15][CH:16]=3)[N:6]2[N:5]=[CH:4][N:3]=1. The catalyst class is: 7.